This data is from Reaction yield outcomes from USPTO patents with 853,638 reactions. The task is: Predict the reaction yield, written as a fraction of the theoretical maximum amount of product (1.0 means a 100% yield; for example, 0.34 means a 34% yield). (1) The reactants are CN(C(ON1N=NC2C=CC=NC1=2)=[N+](C)C)C.F[P-](F)(F)(F)(F)F.[C:25]([O:29][C:30]([NH:32][C:33]1([C:48]([OH:50])=O)[CH2:38][CH2:37][N:36]([C:39]2[C:40]3[CH:47]=[CH:46][NH:45][C:41]=3[N:42]=[CH:43][N:44]=2)[CH2:35][CH2:34]1)=[O:31])([CH3:28])([CH3:27])[CH3:26].[Cl:51][C:52]1[CH:57]=[CH:56][C:55]([CH:58]([NH2:65])[CH2:59][C:60]2[S:61][CH:62]=[CH:63][N:64]=2)=[CH:54][CH:53]=1.C(N(CC)C(C)C)(C)C. The catalyst is CN1CCCC1=O.CCOCC. The product is [Cl:51][C:52]1[CH:57]=[CH:56][C:55]([CH:58]([NH:65][C:48]([C:33]2([NH:32][C:30](=[O:31])[O:29][C:25]([CH3:27])([CH3:26])[CH3:28])[CH2:38][CH2:37][N:36]([C:39]3[C:40]4[CH:47]=[CH:46][NH:45][C:41]=4[N:42]=[CH:43][N:44]=3)[CH2:35][CH2:34]2)=[O:50])[CH2:59][C:60]2[S:61][CH:62]=[CH:63][N:64]=2)=[CH:54][CH:53]=1. The yield is 0.940. (2) The reactants are [NH2:1][C:2]1[CH:7]=[CH:6][C:5]([OH:8])=[CH:4][C:3]=1[F:9].Br[C:11]1[S:12][CH:13]=[CH:14][N:15]=1.CC([O-])(C)C.[K+].CCOC(C)=O. The catalyst is CC(N(C)C)=O. The product is [F:9][C:3]1[CH:4]=[C:5]([O:8][C:11]2[S:12][CH:13]=[CH:14][N:15]=2)[CH:6]=[CH:7][C:2]=1[NH2:1]. The yield is 0.800. (3) The reactants are [CH3:1][O:2][CH2:3][CH2:4][O:5][C:6]1[CH:7]=[C:8]2[C:12](=[C:13]([N:15]([CH3:25])[S:16]([C:19]3[CH:24]=[CH:23][CH:22]=[CH:21][N:20]=3)(=[O:18])=[O:17])[CH:14]=1)[NH:11][C:10]([C:26]([OH:28])=O)=[CH:9]2.Cl.[CH3:30][O:31][C:32](=[O:56])[C@@H:33]([CH2:35][S:36][C:37]([C:50]1[CH:55]=[CH:54][CH:53]=[CH:52][CH:51]=1)([C:44]1[CH:49]=[CH:48][CH:47]=[CH:46][CH:45]=1)[C:38]1[CH:43]=[CH:42][CH:41]=[CH:40][CH:39]=1)[NH2:34].N1(O)C2C=CC=CC=2N=N1.Cl.CN(C)CCCN=C=NCC. The catalyst is CN(C)C=O.C(N(CC)CC)C. The product is [CH3:30][O:31][C:32](=[O:56])[C@@H:33]([CH2:35][S:36][C:37]([C:50]1[CH:55]=[CH:54][CH:53]=[CH:52][CH:51]=1)([C:38]1[CH:39]=[CH:40][CH:41]=[CH:42][CH:43]=1)[C:44]1[CH:49]=[CH:48][CH:47]=[CH:46][CH:45]=1)[NH:34][C:26]([C:10]1[NH:11][C:12]2[C:8]([CH:9]=1)=[CH:7][C:6]([O:5][CH2:4][CH2:3][O:2][CH3:1])=[CH:14][C:13]=2[N:15]([CH3:25])[S:16]([C:19]1[CH:24]=[CH:23][CH:22]=[CH:21][N:20]=1)(=[O:18])=[O:17])=[O:28]. The yield is 0.720. (4) The reactants are [OH-].[Na+].Cl[P:4]1(=[O:22])[O:9][CH:8]([C:10]2[C:19]3[C:14](=[CH:15][CH:16]=[CH:17][CH:18]=3)[CH:13]=[CH:12][CH:11]=2)[C:7]([CH3:21])([CH3:20])[CH2:6][O:5]1.Cl.CC[O:26]CC. The catalyst is O. The product is [OH:26][P:4]1(=[O:22])[O:9][CH:8]([C:10]2[C:19]3[C:14](=[CH:15][CH:16]=[CH:17][CH:18]=3)[CH:13]=[CH:12][CH:11]=2)[C:7]([CH3:21])([CH3:20])[CH2:6][O:5]1. The yield is 0.576. (5) The reactants are C[O:2][C:3]([CH:5]1[CH2:9][CH2:8][CH2:7][N:6]1[C:10]([C:12]1[CH:13]=[N:14][CH:15]=[CH:16][CH:17]=1)=[O:11])=[O:4].[OH-].[Li+]. The catalyst is C1COCC1.O. The product is [N:14]1[CH:15]=[CH:16][CH:17]=[C:12]([C:10]([N:6]2[CH2:7][CH2:8][CH2:9][CH:5]2[C:3]([OH:4])=[O:2])=[O:11])[CH:13]=1. The yield is 0.830. (6) The reactants are [N:1]1[N:5]2[CH:6]=[CH:7][N:8]=[CH:9][C:4]2=[C:3]([C:10]([NH2:12])=O)[CH:2]=1.C(=O)([O-])O.[Na+].[OH-].[Na+]. The catalyst is P(Cl)(Cl)(Cl)=O. The product is [N:1]1[N:5]2[CH:6]=[CH:7][N:8]=[CH:9][C:4]2=[C:3]([C:10]#[N:12])[CH:2]=1. The yield is 0.520.